Dataset: Forward reaction prediction with 1.9M reactions from USPTO patents (1976-2016). Task: Predict the product of the given reaction. (1) Given the reactants N1C=CC=CC=1C1N=C(N[C:13](=[O:25])[C:14]2[CH:19]=[CH:18][C:17]([O:20][CH2:21][CH2:22][CH2:23][NH2:24])=[CH:16][CH:15]=2)SC=1.[NH2:26][C:27]1[S:28][C:29]([C:32]2[O:33][CH:34]=[CH:35][CH:36]=2)=[N:30][N:31]=1, predict the reaction product. The product is: [O:33]1[CH:34]=[CH:35][CH:36]=[C:32]1[C:29]1[S:28][C:27]([NH:26][C:13](=[O:25])[C:14]2[CH:15]=[CH:16][C:17]([O:20][CH2:21][CH2:22][CH2:23][NH2:24])=[CH:18][CH:19]=2)=[N:31][N:30]=1. (2) Given the reactants [CH3:1][O:2][C:3]12[CH2:10][CH2:9][C:6]([C:11](OC)=[O:12])([CH2:7][CH2:8]1)[CH2:5][CH2:4]2, predict the reaction product. The product is: [CH3:1][O:2][C:3]12[CH2:10][CH2:9][C:6]([CH2:11][OH:12])([CH2:7][CH2:8]1)[CH2:5][CH2:4]2.